From a dataset of Reaction yield outcomes from USPTO patents with 853,638 reactions. Predict the reaction yield, written as a fraction of the theoretical maximum amount of product (1.0 means a 100% yield; for example, 0.34 means a 34% yield). The reactants are [CH3:1][O:2][C:3](=[O:13])[C:4]1[CH:9]=[CH:8][C:7](F)=[C:6]([C:11]#[N:12])[CH:5]=1.Cl.[CH3:15][NH:16][CH3:17].C(=O)([O-])[O-].[K+].[K+]. The catalyst is CS(C)=O. The product is [CH3:1][O:2][C:3](=[O:13])[C:4]1[CH:9]=[CH:8][C:7]([N:16]([CH3:17])[CH3:15])=[C:6]([C:11]#[N:12])[CH:5]=1. The yield is 0.940.